Dataset: Forward reaction prediction with 1.9M reactions from USPTO patents (1976-2016). Task: Predict the product of the given reaction. (1) Given the reactants [Cl:1][C:2]1[CH:8]=[C:7]([Cl:9])[C:6]([O:10][CH3:11])=[CH:5][C:3]=1[NH2:4].[H-].[Na+].Cl[C:15]1[C:20]([C:21]#[N:22])=[CH:19][N:18]=[C:17]2[S:23][C:24]([I:26])=[CH:25][C:16]=12, predict the reaction product. The product is: [Cl:1][C:2]1[CH:8]=[C:7]([Cl:9])[C:6]([O:10][CH3:11])=[CH:5][C:3]=1[NH:4][C:15]1[C:20]([C:21]#[N:22])=[CH:19][N:18]=[C:17]2[S:23][C:24]([I:26])=[CH:25][C:16]=12. (2) Given the reactants Cl.C(N=C=NCCCN(C)C)C.[CH:13]1[CH:14]=[CH:15][C:16]([NH:23][C:24]2[C:25]([Cl:31])=[CH:26][CH:27]=[CH:28][C:29]=2[Cl:30])=[C:17]([CH2:19][C:20]([OH:22])=[O:21])[CH:18]=1.[CH3:32][N:33]1[CH:37]=[CH:36][N:35]=[C:34]1[CH2:38][CH2:39]O, predict the reaction product. The product is: [Cl:31][C:25]1[CH:26]=[CH:27][CH:28]=[C:29]([Cl:30])[C:24]=1[NH:23][C:16]1[CH:15]=[CH:14][CH:13]=[CH:18][C:17]=1[CH2:19][C:20]([O:22][CH2:39][CH2:38][C:34]1[N:33]([CH3:32])[CH:37]=[CH:36][N:35]=1)=[O:21]. (3) Given the reactants [F:1][C:2]([F:14])([F:13])[O:3][C:4]1[CH:12]=[CH:11][C:7]([C:8](Cl)=[O:9])=[CH:6][CH:5]=1.[CH2:15]([NH:22][C:23]([C:25]1[S:29][C:28]([NH2:30])=[N:27][C:26]=1[CH3:31])=[O:24])[C:16]1[CH:21]=[CH:20][CH:19]=[CH:18][CH:17]=1, predict the reaction product. The product is: [CH2:15]([NH:22][C:23]([C:25]1[S:29][C:28]([NH:30][C:8](=[O:9])[C:7]2[CH:11]=[CH:12][C:4]([O:3][C:2]([F:14])([F:13])[F:1])=[CH:5][CH:6]=2)=[N:27][C:26]=1[CH3:31])=[O:24])[C:16]1[CH:21]=[CH:20][CH:19]=[CH:18][CH:17]=1. (4) Given the reactants [C:1]([N:4]1[CH2:9][CH2:8][CH:7]([C:10](Cl)=[O:11])[CH2:6][CH2:5]1)(=[O:3])[CH3:2].[CH2:13]([O:15]C#C)[CH3:14].[CH2:18](N(CC)CC)[CH3:19].CCOC(C)=O, predict the reaction product. The product is: [C:1]([N:4]1[CH2:9][CH2:8][C:7]2([C:13](=[O:15])[CH:14]=[C:10]2[O:11][CH2:18][CH3:19])[CH2:6][CH2:5]1)(=[O:3])[CH3:2]. (5) Given the reactants [C:1]([C:3]1[CH:8]=[CH:7][C:6]([C:9]2[CH:10]=[N:11][N:12]([C:15]3[CH:23]=[CH:22][C:18]([C:19](O)=[O:20])=[CH:17][N:16]=3)[C:13]=2[OH:14])=[C:5]([CH3:24])[CH:4]=1)#[N:2].Cl.Cl.[N:27]1([C@H:32]2[CH2:37][CH2:36][CH2:35][NH:34][CH2:33]2)[CH2:31][CH2:30][CH2:29][CH2:28]1, predict the reaction product. The product is: [OH:14][C:13]1[N:12]([C:15]2[CH:23]=[CH:22][C:18]([C:19]([N:34]3[CH2:35][CH2:36][CH2:37][C@H:32]([N:27]4[CH2:28][CH2:29][CH2:30][CH2:31]4)[CH2:33]3)=[O:20])=[CH:17][N:16]=2)[N:11]=[CH:10][C:9]=1[C:6]1[CH:7]=[CH:8][C:3]([C:1]#[N:2])=[CH:4][C:5]=1[CH3:24].